Predict the reaction yield, written as a fraction of the theoretical maximum amount of product (1.0 means a 100% yield; for example, 0.34 means a 34% yield). From a dataset of Reaction yield outcomes from USPTO patents with 853,638 reactions. The reactants are [OH:1][CH2:2][C:3]([NH:6]/[CH:7]=[C:8](/[C:14](=[O:25])[C:15]1[CH:20]=[C:19](F)[C:18]([F:22])=[C:17]([F:23])[C:16]=1F)\[C:9]([O:11]CC)=[O:10])([CH3:5])[CH3:4].[OH-].[K+].Cl. The catalyst is C1COCC1. The product is [F:23][C:17]1[CH:16]=[C:15]2[C:20]3=[C:19]([O:1][CH2:2][C:3]([CH3:5])([CH3:4])[N:6]3[CH:7]=[C:8]([C:9]([OH:11])=[O:10])[C:14]2=[O:25])[C:18]=1[F:22]. The yield is 0.830.